Dataset: Reaction yield outcomes from USPTO patents with 853,638 reactions. Task: Predict the reaction yield, written as a fraction of the theoretical maximum amount of product (1.0 means a 100% yield; for example, 0.34 means a 34% yield). (1) The reactants are C([O:3][C:4](=[O:39])[CH2:5][C@H:6]([NH:14][C:15]([C:17]1[CH:21]=[C:20]([O:22][CH2:23][C:24]2[CH:29]=[CH:28][CH:27]=[CH:26][C:25]=2[C:30]#[N:31])[N:19]([C:32]2[CH:37]=[CH:36][CH:35]=[CH:34][C:33]=2[F:38])[N:18]=1)=[O:16])[C:7]1[CH:12]=[CH:11][CH:10]=[CH:9][C:8]=1[CH3:13])C.[OH-].[Li+]. The catalyst is C1COCC1.O. The product is [C:30]([C:25]1[CH:26]=[CH:27][CH:28]=[CH:29][C:24]=1[CH2:23][O:22][C:20]1[N:19]([C:32]2[CH:37]=[CH:36][CH:35]=[CH:34][C:33]=2[F:38])[N:18]=[C:17]([C:15]([NH:14][C@H:6]([C:7]2[CH:12]=[CH:11][CH:10]=[CH:9][C:8]=2[CH3:13])[CH2:5][C:4]([OH:39])=[O:3])=[O:16])[CH:21]=1)#[N:31]. The yield is 0.230. (2) The reactants are Cl.[CH2:2]([N:4]([CH2:8][CH3:9])[CH2:5][CH2:6][SH:7])[CH3:3].[H-].[Na+].[H][H].C[O:15][C:16]([C:18]1[C:27]2[CH2:26][CH2:25][CH2:24][CH2:23][C:22]=2[CH:21]=[CH:20][C:19]=1[NH:28][S:29]([C:32]1[CH:37]=[CH:36][CH:35]=[CH:34][C:33]=1F)(=[O:31])=[O:30])=[O:17]. The catalyst is CN(C=O)C. The product is [CH2:2]([N:4]([CH2:8][CH3:9])[CH2:5][CH2:6][S:7][C:33]1[CH:34]=[CH:35][CH:36]=[CH:37][C:32]=1[S:29]([NH:28][C:19]1[CH:20]=[CH:21][C:22]2[CH2:23][CH2:24][CH2:25][CH2:26][C:27]=2[C:18]=1[C:16]([OH:17])=[O:15])(=[O:30])=[O:31])[CH3:3]. The yield is 0.787.